This data is from Experimentally validated miRNA-target interactions with 360,000+ pairs, plus equal number of negative samples. The task is: Binary Classification. Given a miRNA mature sequence and a target amino acid sequence, predict their likelihood of interaction. (1) The miRNA is mmu-miR-7b-5p with sequence UGGAAGACUUGUGAUUUUGUUGUU. The protein sequence of the target gene is MSDKSDLKAELERKKQRLAQIREEKKRKEEERKKKETDQKKEAAVSVQEESDLEKKRREAEALLQSMGLTTDSPIVPPPMSPSSKSVSTPSEAGSQDSGDGAVGSRRGPIKLGMAKITQVDFPPREIVTYTKETQTPVTAQPKEDEEEEDDVATPKPPVEPEEEKTLKKDEENDSKAPPHELTEEEKQQILHSEEFLSFFDHSTRIVERALSEQINIFFDYSGRDLEDKEGEIQAGAKLSLNRQFFDERWSKHRVVSCLDWSSQYPELLVASYNNNEEAPHEPDGVALVWNMKYKKTTPE.... Result: 1 (interaction). (2) The miRNA is hsa-miR-4758-3p with sequence UGCCCCACCUGCUGACCACCCUC. The protein sequence of the target gene is MDLWQLLLTLAVAGSSDAFSGSEATPAFLVRASQSLQILYPVLETNSSGNPKFTKCRSPELETFSCHWTDGANHSLQSPGSVQMFYIRRDIQEWKECPDYVSAGENSCYFNSSYTSVWTPYCIKLTSNGGIVDHKCFSVEDIVQPDPPVGLNWTLLNISLTEIHADILVKWEPPPNTDVKMGWIILEYELHYKELNETQWKMMDPLMVTSVPMYSLRLDKEYEVRVRTRQRNTEKYGKFSEVLLITFPQMNPSACEEDFQFPWFLIIIFGILGLAVTLYLLIFSKQQRIKMLILPPVPVP.... Result: 0 (no interaction). (3) The miRNA is rno-let-7g-5p with sequence UGAGGUAGUAGUUUGUACAGUU. The protein sequence of the target gene is MERVSGLLSWTLSRVLWLSGFSEHGAAWQPRIMEEKALEVYDLIRTIRDPEKPNTLEELEVVTESCVEVQEINEDDYLVIIKFTPTVPHCSLATLIGLCLRVKLQRCLPFKHKLEIYISEGTHSTEEDINKQINDKERVAAAMENPNLREIVEQCVLEPD. Result: 0 (no interaction). (4) Result: 1 (interaction). The protein sequence of the target gene is MSAFSEAALEKKLSELSNSQQSVQTLSLWLIHHRKHSRPIVTVWERELRKAKPNRKLTFLYLANDVIQNSKRKGPEFTKDFAPVIVEAFKHVSSETDESCKKHLGRVLSIWEERSVYENDVLEQLKHALYGDKKARKRTYEQIKVDENENCSSLGSPSEPPQTLDLVRALQDLENAASGDAAVHQRIASLPVEVQEVSLLEKITDKESGERLSKMVEDACMLLADYNGRLAAEIDDRKQLTRMLADFLRCQKEALAEKEHKLEEYKRKLARVSLVRKELRARIQSLPDLSRLPNVTGSHM.... The miRNA is mmu-miR-3110-5p with sequence UUCUGCCUCCCCUGAAGGCUC. (5) The miRNA is mmu-miR-181a-5p with sequence AACAUUCAACGCUGUCGGUGAGU. The protein sequence of the target gene is MILGSLSRAGPLPLLRQPPIMQPPMDLKQILPFPLEPAPTLGLFSNYSTMDPVQKAVLSHTFGGPLLKTKRPVISCNVCQIRFNSQSQAEAHYKGNRHARRVKGIEAAKTRGREPSVRESGDPAPAGSIPPSGDGVAPRPVSMENGLGPAPGSPEKQPGSPSPPSVPESGQGVTKGEGGTSVPASLPGGSKEEEEKAKRLLYCALCKVAVNSLSQLEAHNKGTKHKTILEARSGLGPIKAYPRLGPPTPGEPEAPAQDRTFHCEICNVKVNSEVQLKQHISSRRHRDGVAGKPNPLLSRH.... Result: 0 (no interaction). (6) The miRNA is hsa-miR-7-5p with sequence UGGAAGACUAGUGAUUUUGUUGUU. The protein sequence of the target gene is MGLSIFLLLCVLGLSQAATPKIFNGTECGRNSQPWQVGLFEGTSLRCGGVLIDHRWVLTAAHCSGSRYWVRLGEHSLSQLDWTEQIRHSGFSVTHPGYLGASTSHEHDLRLLRLRLPVRVTSSVQPLPLPNDCATAGTECHVSGWGITNHPRNPFPDLLQCLNLSIVSHATCHGVYPGRITSNMVCAGGVPGQDACQGDSGGPLVCGGVLQGLVSWGSVGPCGQDGIPGVYTYICKYVDWIRMIMRNN. Result: 0 (no interaction).